From a dataset of Full USPTO retrosynthesis dataset with 1.9M reactions from patents (1976-2016). Predict the reactants needed to synthesize the given product. (1) Given the product [OH:46][C@H:45]([CH2:44][OH:43])[CH2:47][CH2:48][NH:49][C:37]([CH:16]1[CH:15]([C:11]2[CH:12]=[CH:13][CH:14]=[C:9]([Cl:8])[C:10]=2[F:40])[C:19]([C:22]2[CH:27]=[CH:26][C:25]([Cl:28])=[CH:24][C:23]=2[F:29])([C:20]#[N:21])[CH:18]([CH2:30][C:31]2([CH2:35][CH3:36])[CH2:32][O:33][CH2:34]2)[NH:17]1)=[O:38], predict the reactants needed to synthesize it. The reactants are: FC(F)(F)C(O)=O.[Cl:8][C:9]1[C:10]([F:40])=[C:11]([CH:15]2[C:19]([C:22]3[CH:27]=[CH:26][C:25]([Cl:28])=[CH:24][C:23]=3[F:29])([C:20]#[N:21])[CH:18]([CH2:30][C:31]3([CH2:35][CH3:36])[CH2:34][O:33][CH2:32]3)[NH:17][CH:16]2[C:37](O)=[O:38])[CH:12]=[CH:13][CH:14]=1.CC1(C)[O:46][C@@H:45]([CH2:47][CH2:48][NH2:49])[CH2:44][O:43]1.CN(C(ON1N=NC2C=CC=NC1=2)=[N+](C)C)C.F[P-](F)(F)(F)(F)F.CCN(C(C)C)C(C)C.Cl. (2) Given the product [CH2:5]([O:4][CH:3]([O:7][CH2:8][CH3:9])[CH2:2][O:25][C:20]1[CH:21]=[CH:22][CH:23]=[CH:24][C:19]=1[CH2:18][CH2:17][OH:16])[CH3:6], predict the reactants needed to synthesize it. The reactants are: Br[CH2:2][CH:3]([O:7][CH2:8][CH3:9])[O:4][CH2:5][CH3:6].C(=O)([O-])[O-].[Cs+].[Cs+].[OH:16][CH2:17][CH2:18][C:19]1[CH:24]=[CH:23][CH:22]=[CH:21][C:20]=1[OH:25].